Dataset: Experimentally validated miRNA-target interactions with 360,000+ pairs, plus equal number of negative samples. Task: Binary Classification. Given a miRNA mature sequence and a target amino acid sequence, predict their likelihood of interaction. The miRNA is hsa-miR-4479 with sequence CGCGCGGCCGUGCUCGGAGCAG. The protein sequence of the target gene is MWSGPPQPDQGLPPPLAAVPVPWKSTDPCQGHRESPGALVETSAGEEAQGQEGPAAAQLDVLRLRSSSMEIREKGSEFLKEELHRAQKELKLKDEECERLSKVREQLEQELEELTASLFEEAHKMVREANMKQAASEKQLKEARGKIDMLQAEVTALKTLVITSTPASPNRELHPQLLSPTKAGPRKGHSRHKSTSSTLCPAVCPAAGHTLTPDREGKEVDTILFAEFQAWRESPTLDKTCPFLERVYREDVGPCLDFTMQELSVLVRAAVEDNTLTIEPVASQTLPTVKVAEVDCSSTN.... Result: 0 (no interaction).